Dataset: NCI-60 drug combinations with 297,098 pairs across 59 cell lines. Task: Regression. Given two drug SMILES strings and cell line genomic features, predict the synergy score measuring deviation from expected non-interaction effect. (1) Drug 1: CN1C2=C(C=C(C=C2)N(CCCl)CCCl)N=C1CCCC(=O)O.Cl. Drug 2: CN(CC1=CN=C2C(=N1)C(=NC(=N2)N)N)C3=CC=C(C=C3)C(=O)NC(CCC(=O)O)C(=O)O. Cell line: BT-549. Synergy scores: CSS=15.6, Synergy_ZIP=-6.16, Synergy_Bliss=-1.86, Synergy_Loewe=-24.0, Synergy_HSA=-1.74. (2) Drug 1: C1CN1C2=NC(=NC(=N2)N3CC3)N4CC4. Drug 2: CC(C)(C#N)C1=CC(=CC(=C1)CN2C=NC=N2)C(C)(C)C#N. Cell line: A549. Synergy scores: CSS=31.0, Synergy_ZIP=1.93, Synergy_Bliss=1.76, Synergy_Loewe=-0.882, Synergy_HSA=0.368. (3) Drug 2: CCC1=C2CN3C(=CC4=C(C3=O)COC(=O)C4(CC)O)C2=NC5=C1C=C(C=C5)O. Cell line: UACC62. Synergy scores: CSS=45.1, Synergy_ZIP=-3.98, Synergy_Bliss=-3.70, Synergy_Loewe=-1.94, Synergy_HSA=2.06. Drug 1: C1=CC(=C2C(=C1NCCNCCO)C(=O)C3=C(C=CC(=C3C2=O)O)O)NCCNCCO. (4) Drug 1: C1=NC2=C(N=C(N=C2N1C3C(C(C(O3)CO)O)O)F)N. Drug 2: C1=CC=C(C(=C1)C(C2=CC=C(C=C2)Cl)C(Cl)Cl)Cl. Cell line: CAKI-1. Synergy scores: CSS=4.97, Synergy_ZIP=0.197, Synergy_Bliss=7.46, Synergy_Loewe=-2.09, Synergy_HSA=3.14. (5) Cell line: UACC62. Synergy scores: CSS=-6.34, Synergy_ZIP=5.77, Synergy_Bliss=1.14, Synergy_Loewe=-7.64, Synergy_HSA=-8.67. Drug 2: CC1=CC=C(C=C1)C2=CC(=NN2C3=CC=C(C=C3)S(=O)(=O)N)C(F)(F)F. Drug 1: C1CCC(C1)C(CC#N)N2C=C(C=N2)C3=C4C=CNC4=NC=N3. (6) Drug 1: CC12CCC3C(C1CCC2=O)CC(=C)C4=CC(=O)C=CC34C. Drug 2: C1=NC2=C(N1)C(=S)N=C(N2)N. Cell line: NCI-H460. Synergy scores: CSS=57.1, Synergy_ZIP=-0.363, Synergy_Bliss=-0.818, Synergy_Loewe=-0.307, Synergy_HSA=1.56. (7) Synergy scores: CSS=57.3, Synergy_ZIP=-2.54, Synergy_Bliss=-0.858, Synergy_Loewe=-24.3, Synergy_HSA=1.31. Drug 2: CC1C(C(CC(O1)OC2CC(CC3=C2C(=C4C(=C3O)C(=O)C5=CC=CC=C5C4=O)O)(C(=O)C)O)N)O. Cell line: MDA-MB-435. Drug 1: C1C(C(OC1N2C=NC(=NC2=O)N)CO)O. (8) Drug 1: CC1=C2C(C(=O)C3(C(CC4C(C3C(C(C2(C)C)(CC1OC(=O)C(C(C5=CC=CC=C5)NC(=O)OC(C)(C)C)O)O)OC(=O)C6=CC=CC=C6)(CO4)OC(=O)C)O)C)O. Drug 2: C1=CN(C=N1)CC(O)(P(=O)(O)O)P(=O)(O)O. Cell line: SR. Synergy scores: CSS=21.8, Synergy_ZIP=17.6, Synergy_Bliss=19.8, Synergy_Loewe=19.5, Synergy_HSA=21.9. (9) Drug 2: C1C(C(OC1N2C=NC(=NC2=O)N)CO)O. Cell line: NCI/ADR-RES. Drug 1: COC1=CC(=CC(=C1O)OC)C2C3C(COC3=O)C(C4=CC5=C(C=C24)OCO5)OC6C(C(C7C(O6)COC(O7)C8=CC=CS8)O)O. Synergy scores: CSS=2.92, Synergy_ZIP=-2.23, Synergy_Bliss=-1.09, Synergy_Loewe=-0.608, Synergy_HSA=-0.954.